This data is from Full USPTO retrosynthesis dataset with 1.9M reactions from patents (1976-2016). The task is: Predict the reactants needed to synthesize the given product. (1) The reactants are: C(OC(=O)[NH:7][C@@H:8]([CH2:31][CH2:32][CH3:33])[C:9](=[O:30])[NH:10][C@@H:11]1[C@@H:18]2[C@@H:14]([CH2:15][N:16]([CH2:19][C:20]3[CH:25]=[CH:24][C:23]([C:26]([F:29])([F:28])[F:27])=[CH:22][CH:21]=3)[CH2:17]2)[CH2:13][CH2:12]1)(C)(C)C.C(N1C[C@@H]2[C@@H](NC(=O)[C@@H](N(C)C(=O)OC(C)(C)C)CC(C)C)CC[C@@H]2C1)C1C=CC=CC=1. Given the product [F:28][C:26]([F:27])([F:29])[C:23]1[CH:24]=[CH:25][C:20]([CH2:19][N:16]2[CH2:17][C@@H:18]3[C@@H:11]([NH:10][C:9](=[O:30])[C@H:8]([CH2:31][CH2:32][CH3:33])[NH2:7])[CH2:12][CH2:13][C@@H:14]3[CH2:15]2)=[CH:21][CH:22]=1, predict the reactants needed to synthesize it. (2) Given the product [OH:28][C@@H:22]1[CH2:21][N:20]([CH2:19][CH2:18][CH2:17][N:14]2[CH2:15][CH2:16][NH:11][C@@H:12]([CH3:30])[C:13]2=[O:29])[CH2:27][CH2:26][C:23]21[CH2:24][CH2:25]2, predict the reactants needed to synthesize it. The reactants are: C(OC([N:11]1[CH2:16][CH2:15][N:14]([CH2:17][CH2:18][CH2:19][N:20]2[CH2:27][CH2:26][C:23]3([CH2:25][CH2:24]3)[C@H:22]([OH:28])[CH2:21]2)[C:13](=[O:29])[C@@H:12]1[CH3:30])=O)C1C=CC=CC=1. (3) Given the product [CH3:25][S:26]([O:12][CH2:11][C:9]1[CH:10]=[C:5]([C:1]([CH3:4])([CH3:2])[CH3:3])[CH:6]=[C:7]([N+:15]([O-:17])=[O:16])[C:8]=1[O:13][CH3:14])(=[O:28])=[O:27], predict the reactants needed to synthesize it. The reactants are: [C:1]([C:5]1[CH:6]=[C:7]([N+:15]([O-:17])=[O:16])[C:8]([O:13][CH3:14])=[C:9]([CH2:11][OH:12])[CH:10]=1)([CH3:4])([CH3:3])[CH3:2].C(N(CC)CC)C.[CH3:25][S:26](Cl)(=[O:28])=[O:27]. (4) Given the product [Br:10][C:11]1[CH:12]=[CH:13][CH:14]=[C:15]2[C:20]=1[N:19]=[C:18]([O:9][C:3]1[CH:8]=[CH:7][CH:6]=[CH:5][CH:4]=1)[CH:17]=[CH:16]2, predict the reactants needed to synthesize it. The reactants are: [H-].[Na+].[C:3]1([OH:9])[CH:8]=[CH:7][CH:6]=[CH:5][CH:4]=1.[Br:10][C:11]1[CH:12]=[CH:13][CH:14]=[C:15]2[C:20]=1[N:19]=[C:18](Cl)[CH:17]=[CH:16]2. (5) Given the product [Br:15][C:13]1[CH:12]=[CH:11][C:10]([F:16])=[C:9]([C:6]23[CH2:3][CH:2]2[CH2:1][O:4][C:5]3=[O:17])[CH:14]=1, predict the reactants needed to synthesize it. The reactants are: [CH2:1]([O:4][C:5](=[O:17])[C:6]([C:9]1[CH:14]=[C:13]([Br:15])[CH:12]=[CH:11][C:10]=1[F:16])=[N+]=[N-])[CH:2]=[CH2:3]. (6) Given the product [CH:16]1([CH2:15][C@H:11]([CH2:10][N:9]([CH:21]=[O:22])[OH:8])[C:12]([NH:24][C@H:25]([C:26]([N:28]2[CH2:33][CH2:32][CH:31]([NH:34][S:35]([C:38]3[CH:39]=[CH:40][C:41]([CH3:44])=[CH:42][CH:43]=3)(=[O:37])=[O:36])[CH2:30][CH2:29]2)=[O:27])[C:45]([CH3:46])([CH3:47])[CH3:48])=[O:14])[CH2:17][CH2:18][CH2:19][CH2:20]1, predict the reactants needed to synthesize it. The reactants are: C([O:8][N:9]([CH:21]=[O:22])[CH2:10][C@@H:11]([CH2:15][CH:16]1[CH2:20][CH2:19][CH2:18][CH2:17]1)[C:12]([OH:14])=O)C1C=CC=CC=1.Cl.[NH2:24][C@@H:25]([C:45]([CH3:48])([CH3:47])[CH3:46])[C:26]([N:28]1[CH2:33][CH2:32][CH:31]([NH:34][S:35]([C:38]2[CH:43]=[CH:42][C:41]([CH3:44])=[CH:40][CH:39]=2)(=[O:37])=[O:36])[CH2:30][CH2:29]1)=[O:27].